From a dataset of Cav3 T-type calcium channel HTS with 100,875 compounds. Binary Classification. Given a drug SMILES string, predict its activity (active/inactive) in a high-throughput screening assay against a specified biological target. (1) The molecule is s1c(c(c(c1NC(=O)COC(=O)Cn1c2c(nc1)cccc2)C(OC)=O)C)C. The result is 0 (inactive). (2) The drug is S(=O)(=O)(N1C(CN(S(=O)(=O)c2ccccc2)CC1)C(OCC)=O)c1ccccc1. The result is 0 (inactive). (3) The drug is s1c(NC(=O)C2Oc3c(OC2)cccc3)nc2c1cc(OC)cc2. The result is 1 (active). (4) The compound is O1C23C(C(C1C=C3)C(=O)NCc1c(OC)cccc1)C(=O)N(C2)CC(OCC)=O. The result is 0 (inactive). (5) The drug is S(=O)(=O)(N1CCN(CC1)c1c(OC)cccc1)c1sccc1. The result is 0 (inactive).